From a dataset of Reaction yield outcomes from USPTO patents with 853,638 reactions. Predict the reaction yield, written as a fraction of the theoretical maximum amount of product (1.0 means a 100% yield; for example, 0.34 means a 34% yield). (1) The yield is 0.340. The product is [CH3:14][C:2]([N+:15]([O-:17])=[O:16])([CH3:1])[CH2:3][C:4]1[N:8]2[CH:9]=[CH:10][C:11]([O:13][CH2:19][C:20]([NH2:22])=[O:21])=[CH:12][C:7]2=[N:6][CH:5]=1. The reactants are [CH3:1][C:2]([N+:15]([O-:17])=[O:16])([CH3:14])[CH2:3][C:4]1[N:8]2[CH:9]=[CH:10][C:11]([OH:13])=[CH:12][C:7]2=[N:6][CH:5]=1.Cl[CH2:19][C:20]([NH2:22])=[O:21].C(=O)([O-])[O-].[K+].[K+].[I-].[K+]. The catalyst is CC(=O)CC. (2) The reactants are C(OC([NH:8][O:9][CH2:10][CH2:11][O:12][CH2:13][CH2:14][O:15][CH2:16][CH2:17][O:18][NH:19]C(OC(C)(C)C)=O)=O)(C)(C)C. The catalyst is CCOC(C)=O.Cl. The product is [NH2:19][O:18][CH2:17][CH2:16][O:15][CH2:14][CH2:13][O:12][CH2:11][CH2:10][O:9][NH2:8]. The yield is 0.900.